From a dataset of Reaction yield outcomes from USPTO patents with 853,638 reactions. Predict the reaction yield, written as a fraction of the theoretical maximum amount of product (1.0 means a 100% yield; for example, 0.34 means a 34% yield). (1) The product is [NH2:1][C:2]1[C:15]([Br:16])=[CH:14][C:5]2[C:6]([C:9]([OH:11])=[O:10])=[CH:7][O:8][C:4]=2[CH:3]=1. The catalyst is O1CCOCC1.O. The reactants are [NH2:1][C:2]1[C:15]([Br:16])=[CH:14][C:5]2[C:6]([C:9]([O:11]CC)=[O:10])=[CH:7][O:8][C:4]=2[CH:3]=1.O[Li].O.Cl. The yield is 0.970. (2) The reactants are [CH2:1]([C:5]1[NH:10][C:9](=[O:11])[CH:8]=[C:7]([CH:12]2[CH2:14][CH2:13]2)[N:6]=1)[CH2:2][CH2:3][CH3:4].Br[CH2:16][C:17]1[CH:22]=[CH:21][C:20]([C:23]2[C:24]([C:29]#[N:30])=[CH:25][CH:26]=[CH:27][CH:28]=2)=[CH:19][CH:18]=1.C(=O)([O-])[O-].[K+].[K+]. The catalyst is C(#N)C. The product is [CH2:1]([C:5]1[N:10]([CH2:16][C:17]2[CH:18]=[CH:19][C:20]([C:23]3[C:24]([C:29]#[N:30])=[CH:25][CH:26]=[CH:27][CH:28]=3)=[CH:21][CH:22]=2)[C:9](=[O:11])[CH:8]=[C:7]([CH:12]2[CH2:14][CH2:13]2)[N:6]=1)[CH2:2][CH2:3][CH3:4]. The yield is 0.440. (3) The reactants are [CH2:1]([N:3]([CH2:11][C:12]1[CH:17]=[CH:16][CH:15]=[CH:14][C:13]=1[O:18][CH3:19])[CH2:4][CH2:5][CH2:6][CH2:7][CH2:8][CH2:9][NH2:10])[CH3:2].[CH2:20]1[C@@H:24]([CH2:25][CH2:26][CH2:27][CH2:28][C:29](O)=[O:30])[S:23][S:22][CH2:21]1. No catalyst specified. The product is [CH2:1]([N:3]([CH2:11][C:12]1[CH:17]=[CH:16][CH:15]=[CH:14][C:13]=1[O:18][CH3:19])[CH2:4][CH2:5][CH2:6][CH2:7][CH2:8][CH2:9][NH:10][C:29](=[O:30])[CH2:28][CH2:27][CH2:26][CH2:25][CH:24]1[CH2:20][CH2:21][S:22][S:23]1)[CH3:2]. The yield is 0.430.